From a dataset of Full USPTO retrosynthesis dataset with 1.9M reactions from patents (1976-2016). Predict the reactants needed to synthesize the given product. (1) Given the product [NH2:11][C:9]1[C:10]2[C:5](=[N:4][N:3]([CH:12]([CH3:14])[CH3:13])[C:2]=2[C:23]2[CH:24]=[CH:25][C:26]3[O:30][C:29]([NH2:31])=[N:28][C:27]=3[CH:32]=2)[N:6]=[CH:7][N:8]=1, predict the reactants needed to synthesize it. The reactants are: Br[C:2]1[N:3]([CH:12]([CH3:14])[CH3:13])[N:4]=[C:5]2[C:10]=1[C:9]([NH2:11])=[N:8][CH:7]=[N:6]2.CC1(C)C(C)(C)OB([C:23]2[CH:24]=[CH:25][C:26]3[O:30][C:29]([NH2:31])=[N:28][C:27]=3[CH:32]=2)O1.C1C=CC(P(C2C=CC=CC=2)C2C=CC=CC=2)=CC=1.C([O-])([O-])=O.[Na+].[Na+]. (2) The reactants are: [C:1]1(=[O:11])[O:6][C:4](=[O:5])[C:3]2[CH2:7][CH2:8][CH2:9][CH2:10][C:2]1=2.C[Si]([N:16]([Si](C)(C)C)[C:17]1[CH:18]=[C:19]([Mg]Cl)[CH:20]=[CH:21][CH:22]=1)(C)C.[Cl-].[NH4+].S([O-])([O-])(=O)=O.[Mg+2].S(Cl)(Cl)=O.O1CCC[CH2:42]1. Given the product [NH2:16][C:17]1[CH:22]=[C:21]([C:4]2([O:5][CH3:42])[C:3]3[CH2:7][CH2:8][CH2:9][CH2:10][C:2]=3[C:1](=[O:11])[O:6]2)[CH:20]=[CH:19][CH:18]=1, predict the reactants needed to synthesize it. (3) Given the product [CH:35]1([S:34][C:30]2[CH:29]=[C:28]([CH2:27][OH:26])[CH:33]=[CH:32][CH:31]=2)[CH2:39][CH2:38][CH2:37][CH2:36]1, predict the reactants needed to synthesize it. The reactants are: [F-].C([N+](CCCC)(CCCC)CCCC)CCC.C([Si]([O:26][CH2:27][C:28]1[CH:33]=[CH:32][CH:31]=[C:30]([S:34][CH:35]2[CH2:39][CH2:38][CH2:37][CH2:36]2)[CH:29]=1)(C)C)(C)(C)C. (4) Given the product [C:29]([C:24]1[O:23][C:22]([C:20]([NH:19][C:8]2[S:9][C:10]([C:11]([CH:13]3[CH2:14][CH2:15][O:16][CH2:17][CH2:18]3)=[O:12])=[C:6]([C:2]3[O:1][CH:5]=[CH:4][CH:3]=3)[N:7]=2)=[O:21])=[CH:26][CH:25]=1)#[N:31], predict the reactants needed to synthesize it. The reactants are: [O:1]1[CH:5]=[CH:4][CH:3]=[C:2]1[C:6]1[N:7]=[C:8]([NH:19][C:20]([CH:22]2[CH:26]=[CH:25][C:24](=NO)[O:23]2)=[O:21])[S:9][C:10]=1[C:11]([CH:13]1[CH2:18][CH2:17][O:16][CH2:15][CH2:14]1)=[O:12].[CH2:29]([N:31](CC)CC)C.[Cl-].ClC1N(C)CC[NH+]1C.C(=O)([O-])O.[Na+]. (5) Given the product [CH:13]1([C:17]2[O:12][C:11]3[C:3](=[C:4]([C:5]([OH:7])=[O:6])[CH:8]=[CH:9][CH:10]=3)[N:2]=2)[CH2:16][CH2:15][CH2:14]1, predict the reactants needed to synthesize it. The reactants are: Br.[NH2:2][C:3]1[C:11]([OH:12])=[CH:10][CH:9]=[CH:8][C:4]=1[C:5]([OH:7])=[O:6].[CH:13]1([C:17](Cl)=O)[CH2:16][CH2:15][CH2:14]1.C(N(CC)CC)C.O.C1(C)C=CC(S(O)(=O)=O)=CC=1. (6) The reactants are: [CH3:1][S:2][C:3]1[C:4]([C:8]2[CH:9]=[N:10][CH:11]=[CH:12][CH:13]=2)=[N:5][NH:6][CH:7]=1.[CH2:14](SSCCC)[CH2:15]C.BrC1C(C2C=NC=CC=2)=NNC=1. Given the product [CH2:1]([S:2][C:3]1[C:4]([C:8]2[CH:9]=[N:10][CH:11]=[CH:12][CH:13]=2)=[N:5][NH:6][CH:7]=1)[CH2:14][CH3:15], predict the reactants needed to synthesize it. (7) Given the product [Cl:24][C:23]1[C:17]2[N:16]=[C:15]([CH2:14][N:11]3[CH2:12][CH2:13][NH:8][CH2:9][C:10]3=[O:26])[N:19]([CH2:27][C:28]([OH:29])([CH3:31])[CH3:30])[C:18]=2[CH:20]=[C:21]([Cl:25])[CH:22]=1, predict the reactants needed to synthesize it. The reactants are: C(OC([N:8]1[CH2:13][CH2:12][N:11]([CH2:14][C:15]2[NH:19][C:18]3[CH:20]=[C:21]([Cl:25])[CH:22]=[C:23]([Cl:24])[C:17]=3[N:16]=2)[C:10](=[O:26])[CH2:9]1)=O)(C)(C)C.[CH3:27][C:28]1([CH3:31])[CH2:30][O:29]1.C(=O)([O-])[O-].[K+].[K+]. (8) Given the product [CH3:79][N:78]([O:77][CH3:76])[C:20]([C:11]1[S:12][C:13]([C:14]2[CH:15]=[CH:16][CH:17]=[CH:18][CH:19]=2)=[C:9]([C:3]2[CH:4]=[CH:5][C:6]([Cl:8])=[CH:7][C:2]=2[Cl:1])[N:10]=1)=[O:21], predict the reactants needed to synthesize it. The reactants are: [Cl:1][C:2]1[CH:7]=[C:6]([Cl:8])[CH:5]=[CH:4][C:3]=1[C:9]1[N:10]=[C:11]([C:20](O)=[O:21])[S:12][C:13]=1[C:14]1[CH:19]=[CH:18][CH:17]=[CH:16][CH:15]=1.C1C=NC2N(O)N=NC=2C=1.F[P-](F)(F)(F)(F)F.N1(O[P+](N2CCCC2)(N2CCCC2)N2CCCC2)C2N=CC=CC=2N=N1.C(N(C(C)C)CC)(C)C.Cl.[CH3:76][O:77][NH:78][CH3:79].C([O-])(O)=O.[Na+].